From a dataset of Full USPTO retrosynthesis dataset with 1.9M reactions from patents (1976-2016). Predict the reactants needed to synthesize the given product. (1) Given the product [CH2:36]([O:43][C:34]([NH:31][C:24]1[C:19](=[O:18])[NH:20][C:21]([CH3:28])=[CH:22][CH:23]=1)=[O:8])[C:37]1[CH:42]=[CH:41][CH:40]=[CH:39][CH:38]=1, predict the reactants needed to synthesize it. The reactants are: C1(P(N=[N+]=[N-])(C2C=CC=CC=2)=[O:8])C=CC=CC=1.[OH:18][C:19]1[C:24](C(O)=O)=[CH:23][CH:22]=[C:21]([CH3:28])[N:20]=1.C([N:31]([CH2:34]C)CC)C.[CH2:36]([OH:43])[C:37]1[CH:42]=[CH:41][CH:40]=[CH:39][CH:38]=1. (2) Given the product [CH3:24][O:23][C:21](=[O:22])[CH:20]([O:10][C:7]1[CH:8]=[CH:9][C:4]([N+:1]([O-:3])=[O:2])=[CH:5][CH:6]=1)[CH3:25], predict the reactants needed to synthesize it. The reactants are: [N+:1]([C:4]1[CH:9]=[CH:8][C:7]([OH:10])=[CH:6][CH:5]=1)([O-:3])=[O:2].C([O-])([O-])=O.[K+].[K+].[I-].[Na+].Cl[CH:20]([CH3:25])[C:21]([O:23][CH3:24])=[O:22]. (3) Given the product [Cl:15][C:9]1[CH:10]=[CH:11][CH:12]=[C:13]([Cl:14])[C:8]=1[N:7]=[C:5]1[NH:4][CH2:3][CH2:2][NH:1]1, predict the reactants needed to synthesize it. The reactants are: [NH2:1][CH2:2][CH2:3][NH:4][C:5]([NH:7][C:8]1[C:13]([Cl:14])=[CH:12][CH:11]=[CH:10][C:9]=1[Cl:15])=S.[OH-].[Na+].